Regression. Given a peptide amino acid sequence and an MHC pseudo amino acid sequence, predict their binding affinity value. This is MHC class I binding data. From a dataset of Peptide-MHC class I binding affinity with 185,985 pairs from IEDB/IMGT. The peptide sequence is HIPEVCLKW. The MHC is HLA-B46:01 with pseudo-sequence HLA-B46:01. The binding affinity (normalized) is 0.0847.